From a dataset of Reaction yield outcomes from USPTO patents with 853,638 reactions. Predict the reaction yield, written as a fraction of the theoretical maximum amount of product (1.0 means a 100% yield; for example, 0.34 means a 34% yield). (1) The reactants are C1([NH:7][C:8]([C:10]2[C:11](=[O:30])[N:12]([CH2:22][C:23]3[CH:28]=[CH:27][C:26]([F:29])=[CH:25][CH:24]=3)[C:13]3[C:18]([C:19]=2O)=[CH:17][C:16]([CH3:21])=[CH:15][CH:14]=3)=O)CCCCC1.P(Cl)(Cl)([Cl:33])=O. No catalyst specified. The product is [Cl:33][C:19]1[C:18]2[C:13](=[CH:14][CH:15]=[C:16]([CH3:21])[CH:17]=2)[N:12]([CH2:22][C:23]2[CH:28]=[CH:27][C:26]([F:29])=[CH:25][CH:24]=2)[C:11](=[O:30])[C:10]=1[C:8]#[N:7]. The yield is 0.470. (2) The reactants are C(OC(=O)[NH:7][C:8]1([C:12]2[CH:17]=[CH:16][C:15]([C:18]3[C:19]([C:29]4[CH:34]=[CH:33][CH:32]=[CH:31][CH:30]=4)=[CH:20][C:21]4[NH:26][C:25](=[O:27])[CH2:24][O:23][C:22]=4[N:28]=3)=[CH:14][CH:13]=2)[CH2:11][CH2:10][CH2:9]1)(C)(C)C.[H-].[Na+].Br[CH2:39][CH:40]1[CH2:43][CH2:42][CH2:41]1.C([O-])(O)=O.[Na+]. The catalyst is CN(C=O)C. The product is [NH2:7][C:8]1([C:12]2[CH:17]=[CH:16][C:15]([C:18]3[C:19]([C:29]4[CH:34]=[CH:33][CH:32]=[CH:31][CH:30]=4)=[CH:20][C:21]4[N:26]([CH2:39][CH:40]5[CH2:43][CH2:42][CH2:41]5)[C:25](=[O:27])[CH2:24][O:23][C:22]=4[N:28]=3)=[CH:14][CH:13]=2)[CH2:9][CH2:10][CH2:11]1. The yield is 0.160. (3) The reactants are [CH3:1][C@H:2]1[CH2:7][N:6]([CH:8]2[CH2:11][O:10][CH2:9]2)[C@H:5]([CH3:12])[CH2:4][N:3]1[C:13]1[CH:14]=[CH:15][C:16]([NH:19][C:20]2[C:25](=[O:26])[N:24]([CH3:27])[CH:23]=[C:22]([C:28]3[C:33]([CH:34]=[O:35])=[C:32]([N:36]4[CH2:49][CH2:48][N:39]5[C:40]6[CH2:41][CH2:42][CH2:43][CH2:44][C:45]=6[C:46]([F:47])=[C:38]5[C:37]4=[O:50])[N:31]=[CH:30][CH:29]=3)[CH:21]=2)=[N:17][CH:18]=1.[BH4-].[Na+]. The catalyst is CO. The product is [CH3:1][C@H:2]1[CH2:7][N:6]([CH:8]2[CH2:9][O:10][CH2:11]2)[C@H:5]([CH3:12])[CH2:4][N:3]1[C:13]1[CH:14]=[CH:15][C:16]([NH:19][C:20]2[C:25](=[O:26])[N:24]([CH3:27])[CH:23]=[C:22]([C:28]3[CH:29]=[CH:30][N:31]=[C:32]([N:36]4[CH2:49][CH2:48][N:39]5[C:40]6[CH2:41][CH2:42][CH2:43][CH2:44][C:45]=6[C:46]([F:47])=[C:38]5[C:37]4=[O:50])[C:33]=3[CH2:34][OH:35])[CH:21]=2)=[N:17][CH:18]=1. The yield is 0.250.